Dataset: Catalyst prediction with 721,799 reactions and 888 catalyst types from USPTO. Task: Predict which catalyst facilitates the given reaction. Reactant: C1(C)C=CC=CC=1.O=P(Cl)(Cl)[Cl:10].[CH3:13][O:14][C:15]1[CH:20]=[CH:19][C:18]([C:21]2[CH:26]=[N:25][CH:24]=[CH:23][N+:22]=2[O-])=[CH:17][CH:16]=1. Product: [Cl:10][C:23]1[CH:24]=[N:25][CH:26]=[C:21]([C:18]2[CH:19]=[CH:20][C:15]([O:14][CH3:13])=[CH:16][CH:17]=2)[N:22]=1. The catalyst class is: 3.